Binary Classification. Given a T-cell receptor sequence (or CDR3 region) and an epitope sequence, predict whether binding occurs between them. From a dataset of TCR-epitope binding with 47,182 pairs between 192 epitopes and 23,139 TCRs. (1) The epitope is KAFSPEVIPMF. The TCR CDR3 sequence is CASSGTSYGYTF. Result: 1 (the TCR binds to the epitope). (2) The epitope is KLGGALQAK. The TCR CDR3 sequence is CASSLVLPGQGIGYGYTF. Result: 1 (the TCR binds to the epitope). (3) The epitope is ITEEVGHTDLMAAY. The TCR CDR3 sequence is CSAKQPGGDLETQYF. Result: 0 (the TCR does not bind to the epitope). (4) The epitope is IPIQASLPF. The TCR CDR3 sequence is CASSSTGGGEKDQPQHF. Result: 0 (the TCR does not bind to the epitope). (5) The epitope is RLYYDSMSY. The TCR CDR3 sequence is CASSSAVIVPGELFF. Result: 0 (the TCR does not bind to the epitope). (6) The epitope is FPPTSFGPL. The TCR CDR3 sequence is CASSLPDDWETQYF. Result: 1 (the TCR binds to the epitope).